Task: Predict the reaction yield, written as a fraction of the theoretical maximum amount of product (1.0 means a 100% yield; for example, 0.34 means a 34% yield).. Dataset: Reaction yield outcomes from USPTO patents with 853,638 reactions (1) The reactants are O[CH2:2][C@@H:3]([CH3:16])[CH2:4][N:5]1[C:10]2[CH:11]=[CH:12][CH:13]=[CH:14][C:9]=2[S:8][CH2:7][C:6]1=[O:15].C1(P(C2C=CC=CC=2)C2C=CC=CC=2)C=CC=CC=1.N1C=CN=C1.[I:41]I. The catalyst is C(Cl)(Cl)Cl. The product is [I:41][CH2:2][C@@H:3]([CH3:16])[CH2:4][N:5]1[C:10]2[CH:11]=[CH:12][CH:13]=[CH:14][C:9]=2[S:8][CH2:7][C:6]1=[O:15]. The yield is 0.750. (2) The product is [F:29][C:27]1[CH:26]=[C:14]([CH:13]=[C:12]([C:5]2[C:4]3[C:9](=[CH:10][CH:11]=[C:2]([C:35]4[CH:36]=[N:37][C:32]([O:31][CH3:30])=[CH:33][CH:34]=4)[CH:3]=3)[N:8]=[CH:7][N:6]=2)[CH:28]=1)[C:15]([N:17]1[CH2:18][CH2:19][N:20]([C:23](=[O:25])[CH3:24])[CH2:21][CH2:22]1)=[O:16]. The catalyst is Cl[Pd](Cl)([P](C1C=CC=CC=1)(C1C=CC=CC=1)C1C=CC=CC=1)[P](C1C=CC=CC=1)(C1C=CC=CC=1)C1C=CC=CC=1. The reactants are Br[C:2]1[CH:3]=[C:4]2[C:9](=[CH:10][CH:11]=1)[N:8]=[CH:7][N:6]=[C:5]2[C:12]1[CH:13]=[C:14]([CH:26]=[C:27]([F:29])[CH:28]=1)[C:15]([N:17]1[CH2:22][CH2:21][N:20]([C:23](=[O:25])[CH3:24])[CH2:19][CH2:18]1)=[O:16].[CH3:30][O:31][C:32]1[N:37]=[CH:36][C:35](B(O)O)=[CH:34][CH:33]=1.[O-]P([O-])([O-])=O.[K+].[K+].[K+]. The yield is 0.410.